From a dataset of CYP1A2 inhibition data for predicting drug metabolism from PubChem BioAssay. Regression/Classification. Given a drug SMILES string, predict its absorption, distribution, metabolism, or excretion properties. Task type varies by dataset: regression for continuous measurements (e.g., permeability, clearance, half-life) or binary classification for categorical outcomes (e.g., BBB penetration, CYP inhibition). Dataset: cyp1a2_veith. (1) The molecule is c1ncc(-c2ccc3c(c2)OCO3)c(NCCc2cnc[nH]2)n1. The result is 1 (inhibitor). (2) The compound is CCCCCC1CC1C(=O)N/N=C/c1ccc(N(C)C)cc1. The result is 1 (inhibitor). (3) The molecule is Cl.c1ccc2c(c1)oc1c(NCCCn3ccnc3)ncnc12. The result is 1 (inhibitor). (4) The compound is CN1Cc2c(ccc3c2OCO3)[C@@H]2[C@@H](O)Cc3cc4c(cc3[C@@H]21)OCO4.O. The result is 1 (inhibitor). (5) The drug is Cc1noc(C)c1-c1ccc2ncnc(NC3CC3)c2c1. The result is 1 (inhibitor). (6) The compound is COc1ccc2c(C)cc(C)nc2n1. The result is 1 (inhibitor). (7) The molecule is CC(C)(CCC(C)(C)c1ccccc1)c1ccccc1. The result is 0 (non-inhibitor). (8) The molecule is Cc1c(/N=C/c2ccco2)n(Cc2ccccc2)c2ccccc12. The result is 1 (inhibitor). (9) The compound is CCCCCOC(=O)c1c(N)n(CCOC)c2nc3ccccc3nc12. The result is 1 (inhibitor).